This data is from Catalyst prediction with 721,799 reactions and 888 catalyst types from USPTO. The task is: Predict which catalyst facilitates the given reaction. (1) Product: [Br:19][CH:9]([CH2:10][C:11]1[CH:12]=[CH:13][C:14]([Cl:17])=[CH:15][CH:16]=1)[C:8]([C:4]1[CH:5]=[CH:6][CH:7]=[C:2]([Cl:1])[CH:3]=1)=[O:18]. Reactant: [Cl:1][C:2]1[CH:3]=[C:4]([C:8](=[O:18])[CH2:9][CH2:10][C:11]2[CH:16]=[CH:15][C:14]([Cl:17])=[CH:13][CH:12]=2)[CH:5]=[CH:6][CH:7]=1.[Br:19]Br. The catalyst class is: 52. (2) Product: [CH2:1]([N:4]1[CH2:10][CH2:9][C:8]2[CH:11]=[CH:12][C:13]([CH2:15][OH:16])=[CH:14][C:7]=2[CH2:6][CH2:5]1)[CH2:2][CH3:3]. Reactant: [CH2:1]([N:4]1[CH2:10][CH2:9][C:8]2[CH:11]=[CH:12][C:13]([C:15](OC)=[O:16])=[CH:14][C:7]=2[CH2:6][CH2:5]1)[CH2:2][CH3:3].[H-].[Al+3].[Li+].[H-].[H-].[H-]. The catalyst class is: 7.